This data is from NCI-60 drug combinations with 297,098 pairs across 59 cell lines. The task is: Regression. Given two drug SMILES strings and cell line genomic features, predict the synergy score measuring deviation from expected non-interaction effect. (1) Drug 1: CC12CCC(CC1=CCC3C2CCC4(C3CC=C4C5=CN=CC=C5)C)O. Drug 2: CCC1=C2CN3C(=CC4=C(C3=O)COC(=O)C4(CC)O)C2=NC5=C1C=C(C=C5)O. Cell line: NCI-H522. Synergy scores: CSS=35.0, Synergy_ZIP=0.620, Synergy_Bliss=1.47, Synergy_Loewe=-33.2, Synergy_HSA=2.23. (2) Drug 1: C1=CC=C(C=C1)NC(=O)CCCCCCC(=O)NO. Drug 2: C#CCC(CC1=CN=C2C(=N1)C(=NC(=N2)N)N)C3=CC=C(C=C3)C(=O)NC(CCC(=O)O)C(=O)O. Cell line: SK-MEL-28. Synergy scores: CSS=55.2, Synergy_ZIP=2.09, Synergy_Bliss=0.305, Synergy_Loewe=-6.93, Synergy_HSA=0.798.